Dataset: Full USPTO retrosynthesis dataset with 1.9M reactions from patents (1976-2016). Task: Predict the reactants needed to synthesize the given product. (1) Given the product [Cl:1][C:2]1[N:11]=[CH:10][C:9]2[N:8]([CH:12]3[CH2:13][CH2:14][S:26](=[O:28])(=[O:25])[CH2:16][CH2:17]3)[C:7](=[O:18])[C:6]3([CH3:23])[CH2:19][O:20][CH2:21][CH2:22][N:5]3[C:4]=2[N:3]=1, predict the reactants needed to synthesize it. The reactants are: [Cl:1][C:2]1[N:11]=[CH:10][C:9]2[N:8]([CH:12]3[CH2:17][CH2:16]S[CH2:14][CH2:13]3)[C:7](=[O:18])[C:6]3([CH3:23])[CH2:19][O:20][CH2:21][CH2:22][N:5]3[C:4]=2[N:3]=1.O[O:25][S:26]([O-:28])=O.[K+]. (2) The reactants are: [F:1][C:2]1[CH:3]=[C:4]2[CH:11]=[CH:10][NH:9][C:5]2=[N+:6]([O-])[CH:7]=1.C(=O)([O-])O.[Na+].P(Cl)(Cl)([Cl:19])=O. Given the product [Cl:19][C:3]1[C:2]([F:1])=[CH:7][N:6]=[C:5]2[NH:9][CH:10]=[CH:11][C:4]=12, predict the reactants needed to synthesize it.